Dataset: Reaction yield outcomes from USPTO patents with 853,638 reactions. Task: Predict the reaction yield, written as a fraction of the theoretical maximum amount of product (1.0 means a 100% yield; for example, 0.34 means a 34% yield). The reactants are Br[C:2]1[CH:7]=[CH:6][C:5]([O:8][CH:9]([F:11])[F:10])=[C:4]([CH3:12])[CH:3]=1.[CH3:13][C@H:14]1[CH2:19][NH:18][CH2:17][C@@H:16]([CH3:20])[NH:15]1.C1C=CC(P(C2C(C3C(P(C4C=CC=CC=4)C4C=CC=CC=4)=CC=C4C=3C=CC=C4)=C3C(C=CC=C3)=CC=2)C2C=CC=CC=2)=CC=1.CC([O-])(C)C.[K+]. The catalyst is C1(C)C=CC=CC=1.CC([O-])=O.CC([O-])=O.[Pd+2]. The product is [F:10][CH:9]([F:11])[O:8][C:5]1[CH:6]=[CH:7][C:2]([N:18]2[CH2:17][CH:16]([CH3:20])[NH:15][CH:14]([CH3:13])[CH2:19]2)=[CH:3][C:4]=1[CH3:12]. The yield is 0.410.